Dataset: Forward reaction prediction with 1.9M reactions from USPTO patents (1976-2016). Task: Predict the product of the given reaction. The product is: [Cl:1][C:2]1[CH:7]=[CH:6][C:5]([C:8]2([CH3:34])[C:12]([C:14]3[CH:15]=[CH:16][C:17]([Cl:20])=[CH:18][CH:19]=3)([CH3:13])[NH:11][C:37]([C:38]3[C:39]([O:53][CH2:54][CH3:55])=[CH:40][C:41]([Cl:52])=[C:42]([S:44]([NH:45][C:46]([CH3:49])([CH3:48])[CH3:47])(=[O:51])=[O:50])[CH:43]=3)=[N:9]2)=[CH:4][CH:3]=1. Given the reactants [Cl:1][C:2]1[CH:7]=[CH:6][C:5]([C:8]2([CH3:34])[C:12]([C:14]3[CH:19]=[CH:18][C:17]([Cl:20])=[CH:16][CH:15]=3)([CH3:13])[NH:11]C(C3C=CC(C(C)(C)C)=CC=3OCC)=[N:9]2)=[CH:4][CH:3]=1.CO[C:37](=O)[C:38]1[CH:43]=[C:42]([S:44](=[O:51])(=[O:50])[NH:45][C:46]([CH3:49])([CH3:48])[CH3:47])[C:41]([Cl:52])=[CH:40][C:39]=1[O:53][CH2:54][CH3:55].C[Al](C)C, predict the reaction product.